Task: Regression. Given a target protein amino acid sequence and a drug SMILES string, predict the binding affinity score between them. We predict pKi (pKi = -log10(Ki in M); higher means stronger inhibition). Dataset: bindingdb_ki.. Dataset: Drug-target binding data from BindingDB using Ki measurements (1) The drug is CNC(=O)[C@H](Cc1c[nH]c2ccccc12)NC(=O)[C@@H](CC(=O)NNS(=O)(=O)c1ccc(-c2ccc(Br)cc2)cc1)CC(C)C. The target protein (P09237) has sequence MRLTVLCAVCLLPGSLALPLPQEAGGMSELQWEQAQDYLKRFYLYDSETKNANSLEAKLKEMQKFFGLPITGMLNSRVIEIMQKPRCGVPDVAEYSLFPNSPKWTSKVVTYRIVSYTRDLPHITVDRLVSKALNMWGKEIPLHFRKVVWGTADIMIGFARGAHGDSYPFDGPGNTLAHAFAPGTGLGGDAHFDEDERWTDGSSLGINFLYAATHELGHSLGMGHSSDPNAVMYPTYGNGDPQNFKLSQDDIKGIQKLYGKRSNSRKK. The pKi is 6.3. (2) The compound is COc1ccc2cc(-c3cccc(-c4ncnc5c4ncn5[C@@H]4O[C@H](COP(=O)(O)O)[C@@H](O)[C@H]4O)c3)ccc2c1. The target protein (O35820) has sequence MAASGEQAPCSVYFCGSIRGGREDQALYARIVSRLRRYGKVLTEHVADAELEPLGEEAAGGDQFIHEQDLNWLQQADVVVAEVTQPSLGVGYELGRAVALGKPILCLFRPQSGRVLSAMIRGAADGSRFQVWDYAEGEVETMLDRYFEAYLPQKTASSSHPSA. The pKi is 5.8. (3) The drug is C[N+](C)(C)CCOC(N)=O. The target protein sequence is MTLHSQSTTSPLFPQISSSWVHSPSEAGLPLGTVTQLGSYQISQETGQFSSQDTSSDPLGGHTIWQVVFIAFLTGFLALVTIIGNILVIVAFKVNKQLKTVNNYFLLSLASADLIIGVISMNLFTTYIIMNRWALGNLACDLWLSIDYVASNASVMNLLVISFDRYFSITRPLTYCAKRTTKRAGVMIGLAWVISFVLWAPAILFWQYFVGKRTVPPGECFIQFLSEPTITFGTAIAAFYMPVTIMTILYWRIYKETEKRTKELAGLQASGTEIEGRIEGRIEGRTRSQITKRKRMSLIKEKKAAQTLSAILLAFIITWTPYNIMVLVNTFADSAIPKTYWNLGYWLCYINSTVNPVAYALSNKTFRTTFKTLLLSQSDKRKRRKQQYQQRQSVIFHKRVPEQAL. The pKi is 4.7. (4) The small molecule is CC#CCC(C)[C@H](O)/C=C/[C@@H]1[C@H]2C/C(=C/CCCC(=O)O)C[C@H]2C[C@H]1O. The target protein (P43253) has sequence MVASGGRPDGPPSITPESPLIVGGREWQGMAGSCWNITYVQDSVGPATSTLMFVAGVVGNGLALGILGARRRSHPSAFAVLVTGLAVTDLLGTCFLSPAVFVAYARNSSLLGLAHGGTMLCDTFAFAMTFFGLASTLILFAMAVERCLALSHPYLYAQLDGPRCARLALPAIYAFCCLFCSLPLLGLGEHQQYCPGSWCFIRMRSPQPGGCAFSLAYASLMALLVTSIFFCNGSVTLSLCHMYRQQRRHHGSFVPTSRAREDEVYHLILLALMTGIMAVCSLPLTIRGFTQAIAPDSREMGDLHAFRFNAFNPILDPWVFILFRKAVFQRLKFWLCCLCARSVHGDLQTPLSRPVSGRRDTLAPDSLQAKEGNWVPLSTWGTGQVAPLTAVPLSGGDGCSVGMPSKTEAVVACSLC. The pKi is 9.0. (5) The compound is NS(=O)(=O)c1nnc(NS(=O)(=O)c2ccccc2)s1. The target protein sequence is MRKILISAVLVLSSISISFAEHEWSYEGEKGPEHWAQLKPEFFWCKLKNQSPINIDKKYKVKANLPKLNLYYKTAKESEVVNNGHTIQINIKEDNTLNYLGEKYQLKQFHFHTPSEHTIEKKSYPLEIHFVHKTEDGKILVVGVMAKLGKTNKELDKILNVAPAEEGEKILDKNLNLNNLIPKDKRYMTYSGSLTTPPCTEGVRWIVLKKPISISKQQLEKLKSVMVNPNNRPVQEINSRWIIEGF. The pKi is 8.1. (6) The drug is CC[C@H](C)[C@@H]1NC(=O)[C@H](CC(=O)O)NC(=O)[C@@H]2CCCN2C(=O)[C@H](Cc2ccc(O)cc2)NC(=O)[C@H](Cc2ccc(O)cc2)NC(=O)[C@H](C(C)C)NC(=O)[C@@H]2CSCc3cc(cc(c3)CSC[C@@H](C(=O)N[C@@H](C)C(=O)N(C)CC(=O)N(C)CC(=O)N(C)CC(=O)N[C@H](CCCNC(=N)N)C(=O)N[C@H](CCCNC(=N)N)C(=O)O)NC1=O)CSC[C@H](NC(C)=O)C(=O)N[C@@H](CO)C(=O)N[C@@H](Cc1ccccc1)C(=O)N1CCC1C(=O)N[C@@H](Cc1ccc(O)cc1)C(=O)N[C@@H](CCCCNC(=N)N)C(=O)N2. The target protein (Q9UKR0) has sequence MGLSIFLLLCVLGLSQAATPKIFNGTECGRNSQPWQVGLFEGTSLRCGGVLIDHRWVLTAAHCSGSRYWVRLGEHSLSQLDWTEQIRHSGFSVTHPGYLGASTSHEHDLRLLRLRLPVRVTSSVQPLPLPNDCATAGTECHVSGWGITNHPRNPFPDLLQCLNLSIVSHATCHGVYPGRITSNMVCAGGVPGQDACQGDSGGPLVCGGVLQGLVSWGSVGPCGQDGIPGVYTYICKYVDWIRMIMRNN. The pKi is 4.3. (7) The pKi is 8.0. The target protein (D0VWV4) has sequence MAALLLRHVGRHCLRAHLSPQLCIRNAVPLGTTAKEEMERFWNKNLGSNRPLSPHITIYRWSLPMAMSICHRGTGIALSAGVSLFGLSALLLPGNFESHLELVKSLCLGPTLIYTAKFGIVFPLMYHTWNGIRHLIWDLGKGLTIPQLTQSGVVVLILTVLSSVGLAAM. The compound is Cn1cc(C(=O)Nc2ccc3oc(SCc4ccc(OC(F)(F)F)cc4)nc3c2)c(C(F)F)n1.